This data is from Catalyst prediction with 721,799 reactions and 888 catalyst types from USPTO. The task is: Predict which catalyst facilitates the given reaction. (1) Reactant: Br[C:2]1[C:7]([C:8]([O:10]CC)=O)=[CH:6][N:5]=[CH:4][C:3]=1[Br:13].[C:14]([O:18][CH2:19][CH3:20])(=[O:17])[CH2:15][OH:16].[H-].[Na+].Cl. Product: [Br:13][C:3]1[C:2]2[O:16][C:15]([C:14]([O:18][CH2:19][CH3:20])=[O:17])=[C:8]([OH:10])[C:7]=2[CH:6]=[N:5][CH:4]=1. The catalyst class is: 3. (2) Product: [O:4]=[C:3]([NH:5][C:6]1[CH:11]=[CH:10][CH:9]=[C:8]([C:12]2[CH:17]=[CH:16][N:15]=[CH:14][CH:13]=2)[CH:7]=1)[C@@H:2]([NH:1][CH2:36][C:37]([O:39][C:40]([CH3:43])([CH3:42])[CH3:41])=[O:38])[CH2:18][C:19]1[CH:24]=[CH:23][CH:22]=[CH:21][CH:20]=1. The catalyst class is: 23. Reactant: [NH2:1][C@@H:2]([CH2:18][C:19]1[CH:24]=[CH:23][C:22](F)=[CH:21][CH:20]=1)[C:3]([NH:5][C:6]1[CH:11]=[CH:10][CH:9]=[C:8]([C:12]2[CH:17]=[CH:16][N:15]=[CH:14][CH:13]=2)[CH:7]=1)=[O:4].C(N(C(C)C)C(C)C)C.Br[CH2:36][C:37]([O:39][C:40]([CH3:43])([CH3:42])[CH3:41])=[O:38].